Dataset: NCI-60 drug combinations with 297,098 pairs across 59 cell lines. Task: Regression. Given two drug SMILES strings and cell line genomic features, predict the synergy score measuring deviation from expected non-interaction effect. Drug 1: CC1C(C(CC(O1)OC2CC(OC(C2O)C)OC3=CC4=CC5=C(C(=O)C(C(C5)C(C(=O)C(C(C)O)O)OC)OC6CC(C(C(O6)C)O)OC7CC(C(C(O7)C)O)OC8CC(C(C(O8)C)O)(C)O)C(=C4C(=C3C)O)O)O)O. Drug 2: C1CC(=O)NC(=O)C1N2C(=O)C3=CC=CC=C3C2=O. Synergy scores: CSS=64.5, Synergy_ZIP=-0.502, Synergy_Bliss=-2.75, Synergy_Loewe=-42.9, Synergy_HSA=-2.19. Cell line: LOX IMVI.